Dataset: Catalyst prediction with 721,799 reactions and 888 catalyst types from USPTO. Task: Predict which catalyst facilitates the given reaction. Reactant: [C:1]([Si:5]([CH3:13])([CH3:12])[O:6][CH2:7][C:8]#[C:9][CH2:10][NH2:11])([CH3:4])([CH3:3])[CH3:2].[CH3:14][C:15]1[CH:20]=[C:19]([CH3:21])[N:18]=[C:17]([CH:22]=[CH:23][C:24]2[C:32]3[C:27](=[CH:28][C:29]([NH:33][C:34]4[CH:42]=[CH:41][CH:40]=[CH:39][C:35]=4[C:36](O)=[O:37])=[CH:30][CH:31]=3)[N:26]([CH:43]3[CH2:48][CH2:47][CH2:46][CH2:45][O:44]3)[N:25]=2)[CH:16]=1. Product: [C:1]([Si:5]([CH3:13])([CH3:12])[O:6][CH2:7][C:8]#[C:9][CH2:10][NH:11][C:36](=[O:37])[C:35]1[CH:39]=[CH:40][CH:41]=[CH:42][C:34]=1[NH:33][C:29]1[CH:28]=[C:27]2[C:32]([C:24]([CH:23]=[CH:22][C:17]3[CH:16]=[C:15]([CH3:14])[CH:20]=[C:19]([CH3:21])[N:18]=3)=[N:25][N:26]2[CH:43]2[CH2:48][CH2:47][CH2:46][CH2:45][O:44]2)=[CH:31][CH:30]=1)([CH3:4])([CH3:3])[CH3:2]. The catalyst class is: 6.